From a dataset of Forward reaction prediction with 1.9M reactions from USPTO patents (1976-2016). Predict the product of the given reaction. Given the reactants C(OC([N:8]1[CH2:20][CH:19]([CH3:21])[N:18]2[CH:10]([CH2:11][C:12]3[C:17]2=[N:16][C:15]([CH:22]([OH:26])[CH2:23][CH2:24][CH3:25])=[CH:14][CH:13]=3)[CH2:9]1)=O)(C)(C)C.[CH:27]1([CH2:30]Br)[CH2:29][CH2:28]1, predict the reaction product. The product is: [CH:27]1([CH2:30][O:26][CH:22]([C:15]2[N:16]=[C:17]3[C:12](=[CH:13][CH:14]=2)[CH2:11][C@H:10]2[N:18]3[C@H:19]([CH3:21])[CH2:20][NH:8][CH2:9]2)[CH2:23][CH2:24][CH3:25])[CH2:29][CH2:28]1.